This data is from Catalyst prediction with 721,799 reactions and 888 catalyst types from USPTO. The task is: Predict which catalyst facilitates the given reaction. Reactant: [CH3:1][C:2]1[O:3][C:4]2[CH:10]=[CH:9][C:8]([CH3:11])=[CH:7][C:5]=2[N:6]=1.[Br:12]N1C(=O)CCC1=O.C(OOC(=O)C1C=CC=CC=1)(=O)C1C=CC=CC=1. Product: [Br:12][CH2:11][C:8]1[CH:9]=[CH:10][C:4]2[O:3][C:2]([CH3:1])=[N:6][C:5]=2[CH:7]=1. The catalyst class is: 53.